From a dataset of Forward reaction prediction with 1.9M reactions from USPTO patents (1976-2016). Predict the product of the given reaction. (1) Given the reactants [NH2:1][C:2]1[C:3]([C:16]([O:18]C)=[O:17])=[N:4][C:5]([C:8]2[C:13]([F:14])=[CH:12][CH:11]=[CH:10][C:9]=2[F:15])=[CH:6][CH:7]=1.[Li+].[OH-].Cl, predict the reaction product. The product is: [NH2:1][C:2]1[C:3]([C:16]([OH:18])=[O:17])=[N:4][C:5]([C:8]2[C:13]([F:14])=[CH:12][CH:11]=[CH:10][C:9]=2[F:15])=[CH:6][CH:7]=1. (2) Given the reactants [C:1]([O:4][C@@H:5]1[C@@H:10]([O:11][C:12](=[O:14])[CH3:13])[C@H:9]([O:15][C:16](=[O:18])[CH3:17])[C@@H:8]([CH2:19][O:20][C:21](=[O:23])[CH3:22])[O:7][C@H:6]1[C:24]1[CH:29]=[CH:28][C:27]([Cl:30])=[C:26]([CH2:31][C:32]2[S:33][C:34](Br)=[CH:35][CH:36]=2)[CH:25]=1)(=[O:3])[CH3:2].C([Sn](CCCC)(CCCC)[C:43]1[CH:48]=[N:47][CH:46]=[CH:45][N:44]=1)CCC, predict the reaction product. The product is: [C:1]([O:4][C@@H:5]1[C@@H:10]([O:11][C:12](=[O:14])[CH3:13])[C@H:9]([O:15][C:16](=[O:18])[CH3:17])[C@@H:8]([CH2:19][O:20][C:21](=[O:23])[CH3:22])[O:7][C@H:6]1[C:24]1[CH:29]=[CH:28][C:27]([Cl:30])=[C:26]([CH2:31][C:32]2[S:33][C:34]([C:43]3[CH:48]=[N:47][CH:46]=[CH:45][N:44]=3)=[CH:35][CH:36]=2)[CH:25]=1)(=[O:3])[CH3:2]. (3) Given the reactants [CH3:1][C:2]1[NH:3][C:4]2[C:9]([CH:10]=1)=[CH:8][C:7]([N+:11]([O-])=O)=[CH:6][CH:5]=2.[H][H], predict the reaction product. The product is: [NH2:11][C:7]1[CH:8]=[C:9]2[C:4](=[CH:5][CH:6]=1)[NH:3][C:2]([CH3:1])=[CH:10]2. (4) The product is: [Cl:44][C:30]1[CH:29]=[CH:28][C:27]([C:3]2[C:2](=[O:38])[NH:7][N:6]3[C:8](=[O:19])[N:9]([CH2:11][O:12][CH2:13][CH2:14][Si:15]([CH3:16])([CH3:17])[CH3:18])[N:10]=[C:5]3[C:4]=2[C:20]2[CH:21]=[CH:22][C:23]([Cl:26])=[CH:24][CH:25]=2)=[CH:32][CH:31]=1. Given the reactants Cl[C:2]1[C:3]([C:27]2[CH:32]=[CH:31][C:30](Cl)=[CH:29][CH:28]=2)=[C:4]([C:20]2[CH:25]=[CH:24][C:23]([Cl:26])=[CH:22][CH:21]=2)[C:5]2[N:6]([C:8](=[O:19])[N:9]([CH2:11][O:12][CH2:13][CH2:14][Si:15]([CH3:18])([CH3:17])[CH3:16])[N:10]=2)[N:7]=1.C[Si]([O:38][Si](C)(C)C)(C)C.[K].[ClH:44], predict the reaction product. (5) Given the reactants [CH:1]1([CH2:4][NH:5][S:6]([C:9]2[C:14]([Cl:15])=[CH:13][CH:12]=[C:11]([N+:16]([O-:18])=[O:17])[C:10]=2Cl)(=[O:8])=[O:7])[CH2:3][CH2:2]1.[H-].[Na+].[OH2:22], predict the reaction product. The product is: [Cl:15][C:14]1[C:9]([S:6]([NH:5][CH2:4][CH:1]2[CH2:3][CH2:2]2)(=[O:8])=[O:7])=[C:10]([OH:22])[C:11]([N+:16]([O-:18])=[O:17])=[CH:12][CH:13]=1. (6) Given the reactants [C:1]([C:4]1[N:9]=[N:8][C:7]([NH:10][C@@H:11]2[CH2:16][CH2:15][CH2:14][CH2:13][C@@H:12]2[NH:17]C(=O)OC(C)(C)C)=[CH:6][C:5]=1[NH:25][C:26]1[N:31]=[C:30]2[CH2:32][CH2:33][CH2:34][C:29]2=[CH:28][CH:27]=1)(=[O:3])[NH2:2].C(O)(C(F)(F)F)=O, predict the reaction product. The product is: [NH4+:2].[OH-:3].[NH2:17][C@H:12]1[CH2:13][CH2:14][CH2:15][CH2:16][C@H:11]1[NH:10][C:7]1[N:8]=[N:9][C:4]([C:1]([NH2:2])=[O:3])=[C:5]([NH:25][C:26]2[N:31]=[C:30]3[CH2:32][CH2:33][CH2:34][C:29]3=[CH:28][CH:27]=2)[CH:6]=1. (7) Given the reactants [P:1]([O:13][CH2:14][C:15]([N:17]([CH2:22][C:23]1[CH:24]=[N:25][C:26]([C:29]2[S:37][C:36]3[C:31](=[N:32][CH:33]=[CH:34][C:35]=3[O:38][C:39]3[CH:44]=[CH:43][C:42]([NH:45][C:46]([NH:48][CH:49]4[CH2:51][CH2:50]4)=[O:47])=[CH:41][C:40]=3[F:52])[CH:30]=2)=[CH:27][CH:28]=1)[CH2:18][CH2:19][O:20][CH3:21])=[O:16])([O:8]C(C)(C)C)([O:3]C(C)(C)C)=[O:2].Cl.O1CCOCC1, predict the reaction product. The product is: [P:1]([OH:8])([OH:3])([O:13][CH2:14][C:15]([N:17]([CH2:22][C:23]1[CH:24]=[N:25][C:26]([C:29]2[S:37][C:36]3[C:31](=[N:32][CH:33]=[CH:34][C:35]=3[O:38][C:39]3[CH:44]=[CH:43][C:42]([NH:45][C:46]([NH:48][CH:49]4[CH2:51][CH2:50]4)=[O:47])=[CH:41][C:40]=3[F:52])[CH:30]=2)=[CH:27][CH:28]=1)[CH2:18][CH2:19][O:20][CH3:21])=[O:16])=[O:2]. (8) Given the reactants [C:1]1([C:7]([C:12]2[CH:17]=[CH:16][CH:15]=[CH:14][CH:13]=2)([CH3:11])[C:8]([OH:10])=O)[CH:6]=[CH:5][CH:4]=[CH:3][CH:2]=1.[S:18]1[CH:22]=[CH:21][CH:20]=[C:19]1[CH2:23][NH2:24].C(N(CC)CC)C.CCN=C=NCCCN(C)C.Cl, predict the reaction product. The product is: [C:12]1([C:7]([C:1]2[CH:2]=[CH:3][CH:4]=[CH:5][CH:6]=2)([CH3:11])[C:8]([NH:24][CH2:23][C:19]2[S:18][CH:22]=[CH:21][CH:20]=2)=[O:10])[CH:17]=[CH:16][CH:15]=[CH:14][CH:13]=1.